This data is from Reaction yield outcomes from USPTO patents with 853,638 reactions. The task is: Predict the reaction yield, written as a fraction of the theoretical maximum amount of product (1.0 means a 100% yield; for example, 0.34 means a 34% yield). The reactants are [CH:1]1([CH2:4][CH2:5][O:6][C:7]2[CH:19]=[CH:18][C:10]([C:11]([NH:13][CH2:14][C:15]([OH:17])=[O:16])=[O:12])=[CH:9][CH:8]=2)[CH2:3][CH2:2]1.O[C:21]1[CH:30]=CC(C(OC)=O)=C[CH:22]=1.C1(CCO)C=CC=CC=1. No catalyst specified. The product is [C:1]1([CH2:4][CH2:5][O:6][C:7]2[CH:8]=[CH:9][C:10]([C:11]([NH:13][CH2:14][C:15]([OH:17])=[O:16])=[O:12])=[CH:18][CH:19]=2)[CH:3]=[CH:2][CH:30]=[CH:21][CH:22]=1. The yield is 0.740.